This data is from NCI-60 drug combinations with 297,098 pairs across 59 cell lines. The task is: Regression. Given two drug SMILES strings and cell line genomic features, predict the synergy score measuring deviation from expected non-interaction effect. (1) Drug 1: C1CCN(CC1)CCOC2=CC=C(C=C2)C(=O)C3=C(SC4=C3C=CC(=C4)O)C5=CC=C(C=C5)O. Drug 2: C(CN)CNCCSP(=O)(O)O. Cell line: A498. Synergy scores: CSS=1.20, Synergy_ZIP=-0.661, Synergy_Bliss=1.12, Synergy_Loewe=-0.0951, Synergy_HSA=0.691. (2) Drug 1: CC1=C2C(C(=O)C3(C(CC4C(C3C(C(C2(C)C)(CC1OC(=O)C(C(C5=CC=CC=C5)NC(=O)OC(C)(C)C)O)O)OC(=O)C6=CC=CC=C6)(CO4)OC(=O)C)OC)C)OC. Drug 2: C1CC(=O)NC(=O)C1N2CC3=C(C2=O)C=CC=C3N. Cell line: OVCAR3. Synergy scores: CSS=36.4, Synergy_ZIP=-2.08, Synergy_Bliss=-6.36, Synergy_Loewe=-46.8, Synergy_HSA=-5.35. (3) Drug 1: CC(C)(C#N)C1=CC(=CC(=C1)CN2C=NC=N2)C(C)(C)C#N. Drug 2: CC1C(C(CC(O1)OC2CC(CC3=C2C(=C4C(=C3O)C(=O)C5=C(C4=O)C(=CC=C5)OC)O)(C(=O)CO)O)N)O.Cl. Cell line: HCT116. Synergy scores: CSS=32.1, Synergy_ZIP=-0.226, Synergy_Bliss=-3.79, Synergy_Loewe=-3.29, Synergy_HSA=-2.44. (4) Drug 1: CC1C(C(CC(O1)OC2CC(CC3=C2C(=C4C(=C3O)C(=O)C5=C(C4=O)C(=CC=C5)OC)O)(C(=O)C)O)N)O.Cl. Drug 2: C1=C(C(=O)NC(=O)N1)F. Cell line: LOX IMVI. Synergy scores: CSS=45.9, Synergy_ZIP=1.91, Synergy_Bliss=1.47, Synergy_Loewe=5.80, Synergy_HSA=7.44. (5) Drug 1: C1=CC(=CC=C1CCC2=CNC3=C2C(=O)NC(=N3)N)C(=O)NC(CCC(=O)O)C(=O)O. Drug 2: C1=CC(=CC=C1C#N)C(C2=CC=C(C=C2)C#N)N3C=NC=N3. Cell line: SK-MEL-28. Synergy scores: CSS=7.73, Synergy_ZIP=-3.20, Synergy_Bliss=-2.85, Synergy_Loewe=-11.0, Synergy_HSA=-4.95. (6) Drug 1: CC1=C(C(=CC=C1)Cl)NC(=O)C2=CN=C(S2)NC3=CC(=NC(=N3)C)N4CCN(CC4)CCO. Drug 2: CS(=O)(=O)OCCCCOS(=O)(=O)C. Cell line: UACC62. Synergy scores: CSS=5.72, Synergy_ZIP=-4.74, Synergy_Bliss=-4.48, Synergy_Loewe=-4.43, Synergy_HSA=-2.11. (7) Drug 1: C1=NC2=C(N=C(N=C2N1C3C(C(C(O3)CO)O)O)F)N. Drug 2: CNC(=O)C1=NC=CC(=C1)OC2=CC=C(C=C2)NC(=O)NC3=CC(=C(C=C3)Cl)C(F)(F)F. Cell line: SK-MEL-28. Synergy scores: CSS=5.74, Synergy_ZIP=-5.06, Synergy_Bliss=-6.53, Synergy_Loewe=-4.49, Synergy_HSA=-4.85.